From a dataset of Catalyst prediction with 721,799 reactions and 888 catalyst types from USPTO. Predict which catalyst facilitates the given reaction. (1) Reactant: [CH:1]([Si:4]([CH:35]([CH3:37])[CH3:36])([CH:32]([CH3:34])[CH3:33])[O:5][C@@H:6]1[CH2:10][CH2:9][N:8]([C:11]2[N:15]3[CH:16]=[C:17]([O:20][C@H:21]4[C:30]5[C:25](=[CH:26][CH:27]=[CH:28][CH:29]=5)[C@@H:24]([NH2:31])[CH2:23][CH2:22]4)[CH:18]=[CH:19][C:14]3=[N:13][N:12]=2)[CH2:7]1)([CH3:3])[CH3:2].ClC(Cl)(Cl)C[O:41][C:42](=O)[NH:43][C:44]1[N:45]([C:53]2[CH:58]=[CH:57][C:56]([CH3:59])=[CH:55][CH:54]=2)[N:46]=[C:47]([C:49]([CH3:52])([CH3:51])[CH3:50])[CH:48]=1.CCN(C(C)C)C(C)C.N. Product: [C:49]([C:47]1[CH:48]=[C:44]([NH:43][C:42]([NH:31][C@@H:24]2[C:25]3[C:30](=[CH:29][CH:28]=[CH:27][CH:26]=3)[C@H:21]([O:20][C:17]3[CH:18]=[CH:19][C:14]4[N:15]([C:11]([N:8]5[CH2:9][CH2:10][C@@H:6]([O:5][Si:4]([CH:1]([CH3:3])[CH3:2])([CH:32]([CH3:34])[CH3:33])[CH:35]([CH3:37])[CH3:36])[CH2:7]5)=[N:12][N:13]=4)[CH:16]=3)[CH2:22][CH2:23]2)=[O:41])[N:45]([C:53]2[CH:58]=[CH:57][C:56]([CH3:59])=[CH:55][CH:54]=2)[N:46]=1)([CH3:52])([CH3:50])[CH3:51]. The catalyst class is: 655. (2) Reactant: C1C(=O)N([Br:8])C(=O)C1.[Cl:9][C:10]1[S:14][C:13]([C:15]([O:17]C)=[O:16])=[CH:12][C:11]=1[C:19]1[N:23]([CH3:24])[N:22]=[CH:21][CH:20]=1.[OH-].[Na+]. Product: [Br:8][C:20]1[CH:21]=[N:22][N:23]([CH3:24])[C:19]=1[C:11]1[CH:12]=[C:13]([C:15]([OH:17])=[O:16])[S:14][C:10]=1[Cl:9]. The catalyst class is: 7.